This data is from Full USPTO retrosynthesis dataset with 1.9M reactions from patents (1976-2016). The task is: Predict the reactants needed to synthesize the given product. (1) The reactants are: C([N:3]([C:8]([N:10]1[CH2:15][CH2:14][N:13]2[C:16](=[O:31])[O:17][C:18]([C:25]3[CH:30]=[CH:29][CH:28]=[CH:27][CH:26]=3)([C:19]3[CH:24]=[CH:23][CH:22]=[CH:21][CH:20]=3)[CH:12]2[CH2:11]1)=[O:9])[CH2:4][C:5]([OH:7])=[O:6])C.[OH-].[Na+]. Given the product [O:31]=[C:16]1[N:13]2[CH2:14][CH2:15][N:10]([C:8]([NH:3][CH2:4][C:5]([OH:7])=[O:6])=[O:9])[CH2:11][CH:12]2[C:18]([C:25]2[CH:30]=[CH:29][CH:28]=[CH:27][CH:26]=2)([C:19]2[CH:24]=[CH:23][CH:22]=[CH:21][CH:20]=2)[O:17]1, predict the reactants needed to synthesize it. (2) Given the product [Si:1]([O:8][CH:9]([C:11]1[CH:12]=[CH:13][C:14]([C:17]2[NH:48][C:20]([CH:21]([C:29]3[CH:34]=[CH:33][C:32]([S:35]([CH:38]4[CH2:40][CH2:39]4)(=[O:37])=[O:36])=[CH:31][CH:30]=3)[CH2:22][CH:23]3[CH2:24][CH2:25][O:26][CH2:27][CH2:28]3)=[CH:19][C:18]=2[CH3:42])=[N:15][CH:16]=1)[CH3:10])([C:4]([CH3:5])([CH3:6])[CH3:7])([CH3:3])[CH3:2], predict the reactants needed to synthesize it. The reactants are: [Si:1]([O:8][CH:9]([C:11]1[CH:12]=[CH:13][C:14]([C:17](=O)[CH:18]([CH3:42])[CH2:19][C:20](=O)[CH:21]([C:29]2[CH:34]=[CH:33][C:32]([S:35]([CH:38]3[CH2:40][CH2:39]3)(=[O:37])=[O:36])=[CH:31][CH:30]=2)[CH2:22][CH:23]2[CH2:28][CH2:27][O:26][CH2:25][CH2:24]2)=[N:15][CH:16]=1)[CH3:10])([C:4]([CH3:7])([CH3:6])[CH3:5])([CH3:3])[CH3:2].C([O-])(=O)C.[NH4+:48]. (3) Given the product [CH3:26][C:24]1[CH:23]=[C:22]([C:27]2[CH:32]=[CH:31][C:30]([C:33]([F:36])([F:34])[F:35])=[CH:29][CH:28]=2)[N:21]=[C:20]([N:18]2[CH:19]=[C:15]([C:11]3[CH:10]=[C:9]([S:6]([NH2:5])(=[O:8])=[O:7])[CH:14]=[CH:13][CH:12]=3)[N:16]=[CH:17]2)[N:25]=1, predict the reactants needed to synthesize it. The reactants are: C([NH:5][S:6]([C:9]1[CH:14]=[CH:13][CH:12]=[C:11]([C:15]2[N:16]=[CH:17][N:18]([C:20]3[N:25]=[C:24]([CH3:26])[CH:23]=[C:22]([C:27]4[CH:32]=[CH:31][C:30]([C:33]([F:36])([F:35])[F:34])=[CH:29][CH:28]=4)[N:21]=3)[CH:19]=2)[CH:10]=1)(=[O:8])=[O:7])(C)(C)C.C(O)(C(F)(F)F)=O. (4) Given the product [CH3:1][N:2]1[CH2:7][CH2:6][N:5]([C:8]([C:10]2[CH:18]=[CH:17][C:13]([CH:14]=[O:15])=[CH:12][CH:11]=2)=[O:9])[CH2:4][CH2:3]1, predict the reactants needed to synthesize it. The reactants are: [CH3:1][N:2]1[CH2:7][CH2:6][NH:5][CH2:4][CH2:3]1.[CH:8]([C:10]1[CH:18]=[CH:17][C:13]([C:14](O)=[O:15])=[CH:12][CH:11]=1)=[O:9]. (5) Given the product [ClH:8].[Cl:8][C:9]1[CH:14]=[CH:13][CH:12]=[C:11]([Cl:15])[C:10]=1[NH:16][C:17]1[NH:19][CH:20]=[C:21]([CH3:26])[N:18]=1, predict the reactants needed to synthesize it. The reactants are: FC(F)(F)C(O)=O.[Cl:8][C:9]1[CH:14]=[CH:13][CH:12]=[C:11]([Cl:15])[C:10]=1[NH:16][C:17]([NH:19][CH2:20][C:21]1([CH3:26])OCCO1)=[NH:18].Cl.O.C(=O)(O)[O-].[Na+]. (6) Given the product [Cl:1][C:2]1[N:3]=[N:4][N:5]([C:7]2[CH:12]=[CH:11][C:10]([NH2:13])=[CH:9][CH:8]=2)[CH:6]=1, predict the reactants needed to synthesize it. The reactants are: [Cl:1][C:2]1[N:3]=[N:4][N:5]([C:7]2[CH:12]=[CH:11][C:10]([N+:13]([O-])=O)=[CH:9][CH:8]=2)[CH:6]=1.Cl[Sn]Cl.